This data is from Reaction yield outcomes from USPTO patents with 853,638 reactions. The task is: Predict the reaction yield, written as a fraction of the theoretical maximum amount of product (1.0 means a 100% yield; for example, 0.34 means a 34% yield). (1) The reactants are [O:1]1[CH:5]=[CH:4][CH:3]=[C:2]1[C:6]1[O:7][C:8]([CH3:13])=[C:9]([CH2:11][OH:12])[N:10]=1.Cl[C:15]1[N:20]=[CH:19][C:18]([C:21]#[N:22])=[CH:17][CH:16]=1.CN(C)C=O.[H-].[Na+]. The catalyst is O. The product is [O:1]1[CH:5]=[CH:4][CH:3]=[C:2]1[C:6]1[O:7][C:8]([CH3:13])=[C:9]([CH2:11][O:12][C:15]2[CH:16]=[CH:17][C:18]([C:21]#[N:22])=[CH:19][N:20]=2)[N:10]=1. The yield is 0.860. (2) The reactants are [NH2:1][C:2]1[C:3]([F:22])=[C:4]([C:10]([C:12]2[CH:13]=[C:14]3[C:19](=[CH:20][CH:21]=2)[N:18]=[CH:17][CH:16]=[CH:15]3)=[O:11])[C:5]([F:9])=[C:6]([F:8])[CH:7]=1.CCN(C(C)C)C(C)C.[F:32][C:33]1[CH:34]=[C:35]([CH:39]=[CH:40][CH:41]=1)[C:36](Cl)=[O:37]. The catalyst is C1COCC1. The product is [F:32][C:33]1[CH:34]=[C:35]([CH:39]=[CH:40][CH:41]=1)[C:36]([NH:1][C:2]1[CH:7]=[C:6]([F:8])[C:5]([F:9])=[C:4]([C:10]([C:12]2[CH:13]=[C:14]3[C:19](=[CH:20][CH:21]=2)[N:18]=[CH:17][CH:16]=[CH:15]3)=[O:11])[C:3]=1[F:22])=[O:37]. The yield is 0.726. (3) The reactants are [Br:1][C:2]1[CH:11]=[C:10]([N+:12]([O-])=O)[CH:9]=[CH:8][C:3]=1[C:4]([O:6][CH3:7])=[O:5].[Cl-].[NH4+]. The catalyst is CC(O)C.[Fe]. The product is [CH3:7][O:6][C:4](=[O:5])[C:3]1[CH:8]=[CH:9][C:10]([NH2:12])=[CH:11][C:2]=1[Br:1]. The yield is 0.950. (4) The reactants are [CH:1]1([N:4]2[C:13](=[O:14])[C:12]3[C:7](=[CH:8][CH:9]=[CH:10][CH:11]=3)[NH:6][C:5]2=[O:15])[CH2:3][CH2:2]1.CC(N=P(N1CCCC1)(N1CCCC1)N1CCCC1)(C)C.Cl[CH2:38][C:39]1[N:43]([CH2:44][CH2:45][CH2:46][C:47]2[N:51]=[CH:50][O:49][N:48]=2)[C:42]2[CH:52]=[CH:53][CH:54]=[CH:55][C:41]=2[N:40]=1.Cl. The catalyst is CN(C=O)C. The product is [CH:1]1([N:4]2[C:13](=[O:14])[C:12]3[C:7](=[CH:8][CH:9]=[CH:10][CH:11]=3)[N:6]([CH2:38][C:39]3[N:43]([CH2:44][CH2:45][CH2:46][C:47]4[N:51]=[CH:50][O:49][N:48]=4)[C:42]4[CH:52]=[CH:53][CH:54]=[CH:55][C:41]=4[N:40]=3)[C:5]2=[O:15])[CH2:3][CH2:2]1. The yield is 0.140. (5) The reactants are C(OC([N:8]1[CH2:13][CH2:12][CH2:11][CH:10]([C:14]([NH:16][C:17]2[CH:22]=[CH:21][CH:20]=[CH:19][CH:18]=2)=[O:15])[CH2:9]1)=O)(C)(C)C.[ClH:23]. No catalyst specified. The product is [ClH:23].[NH:8]1[CH2:13][CH2:12][CH2:11][CH:10]([C:14]([NH:16][C:17]2[CH:22]=[CH:21][CH:20]=[CH:19][CH:18]=2)=[O:15])[CH2:9]1. The yield is 0.550. (6) The reactants are [Cl:1][C:2]1[N:3]=[N:4][C:5](Cl)=[CH:6][CH:7]=1.[F:9][C:10]([F:25])([C:15]1[CH:16]=[C:17]2[C:22](=[CH:23][CH:24]=1)[N:21]=[CH:20][CH:19]=[CH:18]2)[C:11]([NH:13][NH2:14])=O. The catalyst is CCCCO. The product is [Cl:1][C:2]1[CH:7]=[CH:6][C:5]2[N:4]([C:11]([C:10]([F:25])([F:9])[C:15]3[CH:16]=[C:17]4[C:22](=[CH:23][CH:24]=3)[N:21]=[CH:20][CH:19]=[CH:18]4)=[N:13][N:14]=2)[N:3]=1. The yield is 0.530. (7) The reactants are Br[CH2:2][C:3]1[C:4]([F:15])=[CH:5][CH:6]=[C:7]2[C:12]=1[N:11]=[C:10]([O:13][CH3:14])[CH:9]=[N:8]2.B1(C=C)OB([CH:22]=[CH2:23])OB(C=C)O1.C1C=CN=CC=1.C(=O)([O-])[O-].[K+].[K+].C(OCC)(=O)C. The catalyst is O1CCOCC1.O. The product is [F:15][C:4]1[C:3]([CH2:2][CH:22]=[CH2:23])=[C:12]2[C:7]([N:8]=[CH:9][C:10]([O:13][CH3:14])=[N:11]2)=[CH:6][CH:5]=1. The yield is 0.410.